From a dataset of NCI-60 drug combinations with 297,098 pairs across 59 cell lines. Regression. Given two drug SMILES strings and cell line genomic features, predict the synergy score measuring deviation from expected non-interaction effect. (1) Cell line: SF-295. Drug 2: C1C(C(OC1N2C=C(C(=O)NC2=O)F)CO)O. Synergy scores: CSS=44.3, Synergy_ZIP=2.52, Synergy_Bliss=3.43, Synergy_Loewe=-17.2, Synergy_HSA=3.88. Drug 1: CCCS(=O)(=O)NC1=C(C(=C(C=C1)F)C(=O)C2=CNC3=C2C=C(C=N3)C4=CC=C(C=C4)Cl)F. (2) Drug 1: CC(C1=C(C=CC(=C1Cl)F)Cl)OC2=C(N=CC(=C2)C3=CN(N=C3)C4CCNCC4)N. Synergy scores: CSS=10.8, Synergy_ZIP=-0.338, Synergy_Bliss=1.03, Synergy_Loewe=-11.1, Synergy_HSA=-0.450. Drug 2: CC1CCC2CC(C(=CC=CC=CC(CC(C(=O)C(C(C(=CC(C(=O)CC(OC(=O)C3CCCCN3C(=O)C(=O)C1(O2)O)C(C)CC4CCC(C(C4)OC)OCCO)C)C)O)OC)C)C)C)OC. Cell line: T-47D. (3) Drug 1: CC1=CC2C(CCC3(C2CCC3(C(=O)C)OC(=O)C)C)C4(C1=CC(=O)CC4)C. Drug 2: C(=O)(N)NO. Cell line: MOLT-4. Synergy scores: CSS=16.2, Synergy_ZIP=-0.188, Synergy_Bliss=5.83, Synergy_Loewe=4.73, Synergy_HSA=5.63. (4) Drug 1: COC1=NC(=NC2=C1N=CN2C3C(C(C(O3)CO)O)O)N. Synergy scores: CSS=22.2, Synergy_ZIP=-1.19, Synergy_Bliss=2.93, Synergy_Loewe=-16.0, Synergy_HSA=2.25. Drug 2: C1CN1C2=NC(=NC(=N2)N3CC3)N4CC4. Cell line: KM12. (5) Drug 1: C1CCC(C(C1)N)N.C(=O)(C(=O)[O-])[O-].[Pt+4]. Drug 2: COCCOC1=C(C=C2C(=C1)C(=NC=N2)NC3=CC=CC(=C3)C#C)OCCOC.Cl. Cell line: OVCAR-5. Synergy scores: CSS=23.4, Synergy_ZIP=-8.10, Synergy_Bliss=-0.233, Synergy_Loewe=-8.74, Synergy_HSA=0.0353.